This data is from Peptide-MHC class I binding affinity with 185,985 pairs from IEDB/IMGT. The task is: Regression. Given a peptide amino acid sequence and an MHC pseudo amino acid sequence, predict their binding affinity value. This is MHC class I binding data. (1) The peptide sequence is LTDFQSHQL. The MHC is HLA-A01:01 with pseudo-sequence HLA-A01:01. The binding affinity (normalized) is 0.263. (2) The MHC is HLA-A01:01 with pseudo-sequence HLA-A01:01. The binding affinity (normalized) is 0.0847. The peptide sequence is FAEGVVAFL. (3) The peptide sequence is IQNKLSSTF. The MHC is HLA-A29:02 with pseudo-sequence HLA-A29:02. The binding affinity (normalized) is 0.0329. (4) The peptide sequence is GYDRRGEKY. The MHC is HLA-B27:05 with pseudo-sequence HLA-B27:05. The binding affinity (normalized) is 0.0847. (5) The peptide sequence is VIVVPVIDR. The MHC is HLA-A68:01 with pseudo-sequence HLA-A68:01. The binding affinity (normalized) is 0.480. (6) The peptide sequence is FLILPQAKK. The MHC is HLA-B15:01 with pseudo-sequence HLA-B15:01. The binding affinity (normalized) is 0.0847. (7) The peptide sequence is SASDMQKFTI. The MHC is HLA-A02:01 with pseudo-sequence HLA-A02:01. The binding affinity (normalized) is 0.121. (8) The peptide sequence is FPASHMATY. The MHC is HLA-A68:23 with pseudo-sequence HLA-A68:23. The binding affinity (normalized) is 0.834. (9) The peptide sequence is SLICGAALY. The MHC is HLA-A02:01 with pseudo-sequence HLA-A02:01. The binding affinity (normalized) is 0.0847.